From a dataset of Forward reaction prediction with 1.9M reactions from USPTO patents (1976-2016). Predict the product of the given reaction. (1) Given the reactants [CH3:1][N:2]([CH3:10])[C:3](=[O:9])[CH2:4][O:5][CH2:6][CH2:7]O.S(Cl)([Cl:13])=O, predict the reaction product. The product is: [CH3:1][N:2]([CH3:10])[C:3](=[O:9])[CH2:4][O:5][CH2:6][CH2:7][Cl:13]. (2) Given the reactants [OH:1][C:2]1([C:12]([O:14]C)=[O:13])[C:11]2[C:6](=[CH:7][CH:8]=[CH:9][CH:10]=2)[CH2:5][CH2:4][CH2:3]1.O[Li].O, predict the reaction product. The product is: [OH:1][C:2]1([C:12]([OH:14])=[O:13])[C:11]2[C:6](=[CH:7][CH:8]=[CH:9][CH:10]=2)[CH2:5][CH2:4][CH2:3]1. (3) Given the reactants [CH3:1][C:2]1[CH:11]=[C:10]([CH2:12][O:13][CH:14]2[CH2:19][CH2:18][N:17](C(OC(C)(C)C)=O)[CH2:16][CH2:15]2)[C:9]2[C:4](=[CH:5][CH:6]=[CH:7][CH:8]=2)[N:3]=1.C(O)(C(F)(F)F)=O, predict the reaction product. The product is: [CH3:1][C:2]1[CH:11]=[C:10]([CH2:12][O:13][CH:14]2[CH2:19][CH2:18][NH:17][CH2:16][CH2:15]2)[C:9]2[C:4](=[CH:5][CH:6]=[CH:7][CH:8]=2)[N:3]=1.